From a dataset of Aqueous solubility values for 9,982 compounds from the AqSolDB database. Regression/Classification. Given a drug SMILES string, predict its absorption, distribution, metabolism, or excretion properties. Task type varies by dataset: regression for continuous measurements (e.g., permeability, clearance, half-life) or binary classification for categorical outcomes (e.g., BBB penetration, CYP inhibition). For this dataset (solubility_aqsoldb), we predict Y. (1) The compound is Cc1ccc(C(=O)O)o1. The Y is -0.824 log mol/L. (2) The molecule is O=C(O)c1cc(Br)c(O)cc1O. The Y is -2.62 log mol/L. (3) The molecule is CCC1(C2=CCCCC2)C(=O)NC(=O)NC1=O. The Y is -2.17 log mol/L. (4) The molecule is N#CCN(CC#N)CC#N. The Y is -1.65 log mol/L. (5) The compound is CCCCOC(=O)CCO. The Y is -1.29 log mol/L.